From a dataset of Catalyst prediction with 721,799 reactions and 888 catalyst types from USPTO. Predict which catalyst facilitates the given reaction. (1) Reactant: C([Li])CCC.C(NC(C)C)(C)C.[CH2:13]([N:20]1[CH:25]2[CH2:26][CH2:27][CH:21]1[CH2:22][C:23](=[O:28])[CH2:24]2)[C:14]1[CH:19]=[CH:18][CH:17]=[CH:16][CH:15]=1.[Br:29][C:30]1[CH:31]=[N:32][CH:33]=[N:34][CH:35]=1. Product: [CH2:13]([N:20]1[CH:21]2[CH2:27][CH2:26][CH:25]1[CH2:24][C:23]([C:31]1[C:30]([Br:29])=[CH:35][N:34]=[CH:33][N:32]=1)([OH:28])[CH2:22]2)[C:14]1[CH:15]=[CH:16][CH:17]=[CH:18][CH:19]=1. The catalyst class is: 375. (2) Reactant: [Cl:1][C:2]1[CH:7]=[C:6]([O:8][C:9]2[CH:14]=[CH:13][C:12]([Cl:15])=[CH:11][CH:10]=2)[CH:5]=[CH:4][C:3]=1[C:16]([OH:25])([CH2:23][CH3:24])[CH2:17][N:18]1[CH:22]=[N:21][CH:20]=[N:19]1.[H-].[Na+].[CH2:28](Br)[C:29]#[CH:30].[Cl-].[Na+]. Product: [Cl:1][C:2]1[CH:7]=[C:6]([O:8][C:9]2[CH:10]=[CH:11][C:12]([Cl:15])=[CH:13][CH:14]=2)[CH:5]=[CH:4][C:3]=1[C:16]([O:25][CH2:30][C:29]#[CH:28])([CH2:23][CH3:24])[CH2:17][N:18]1[CH:22]=[N:21][CH:20]=[N:19]1. The catalyst class is: 1. (3) Reactant: CCOCC.[CH3:6][O:7][C:8]1[CH:9]=[C:10]([C:16](=[O:18])[CH3:17])[CH:11]=[CH:12][C:13]=1[O:14][CH3:15].[Br:19]Br. Product: [Br:19][CH2:17][C:16]([C:10]1[CH:11]=[CH:12][C:13]([O:14][CH3:15])=[C:8]([O:7][CH3:6])[CH:9]=1)=[O:18]. The catalyst class is: 22. (4) Reactant: [Br:1][C:2]1[C:7]([CH3:8])=[CH:6][C:5]([OH:9])=[CH:4][C:3]=1[CH3:10].C([O-])([O-])=O.[K+].[K+].Br[CH2:18][C:19]1([CH3:23])[CH2:22][O:21][CH2:20]1. Product: [Br:1][C:2]1[C:7]([CH3:8])=[CH:6][C:5]([O:9][CH2:18][C:19]2([CH3:23])[CH2:22][O:21][CH2:20]2)=[CH:4][C:3]=1[CH3:10]. The catalyst class is: 9. (5) Reactant: C[NH:2][C:3]1[N:8]=[C:7]([NH:9]C)[N:6]=[C:5]([NH:11]C)[N:4]=1.[CH2:13]=[O:14]. Product: [CH2:13]=[O:14].[N:4]1[C:5]([NH2:11])=[N:6][C:7]([NH2:9])=[N:8][C:3]=1[NH2:2]. The catalyst class is: 6. (6) Reactant: [CH2:1]([O:3][C:4](=[O:24])[C:5]([NH:9][C:10]([C:12]1[CH:21]=[C:20]([Cl:22])[C:19]2[C:14](=[CH:15][CH:16]=[CH:17][CH:18]=2)[C:13]=1[OH:23])=[O:11])([CH3:8])[CH2:6][CH3:7])[CH3:2].[C:25]([O:29][C:30]([N:32]1[CH2:37][CH2:36][CH:35]([CH2:38]O)[CH2:34][CH2:33]1)=[O:31])([CH3:28])([CH3:27])[CH3:26].C1(P(C2C=CC=CC=2)C2C=CC=CC=2)C=CC=CC=1.CC(OC(/N=N/C(OC(C)C)=O)=O)C. Product: [C:25]([O:29][C:30]([N:32]1[CH2:37][CH2:36][CH:35]([CH2:38][O:23][C:13]2[C:14]3[C:19](=[CH:18][CH:17]=[CH:16][CH:15]=3)[C:20]([Cl:22])=[CH:21][C:12]=2[C:10](=[O:11])[NH:9][C:5]([C:4]([O:3][CH2:1][CH3:2])=[O:24])([CH3:8])[CH2:6][CH3:7])[CH2:34][CH2:33]1)=[O:31])([CH3:28])([CH3:26])[CH3:27]. The catalyst class is: 1.